Dataset: Full USPTO retrosynthesis dataset with 1.9M reactions from patents (1976-2016). Task: Predict the reactants needed to synthesize the given product. (1) Given the product [CH3:1][O:2][C:3](=[O:19])[C:4]1[CH:9]=[CH:8][CH:7]=[C:6]([CH2:10][O:11][C:12]2[CH:17]=[CH:16][C:15]([C:24]3[CH:23]=[CH:22][C:21]([F:20])=[CH:26][C:25]=3[F:27])=[CH:14][CH:13]=2)[CH:5]=1, predict the reactants needed to synthesize it. The reactants are: [CH3:1][O:2][C:3](=[O:19])[C:4]1[CH:9]=[CH:8][CH:7]=[C:6]([CH2:10][O:11][C:12]2[CH:17]=[CH:16][C:15](I)=[CH:14][CH:13]=2)[CH:5]=1.[F:20][C:21]1[CH:26]=[C:25]([F:27])[CH:24]=[CH:23][C:22]=1B(O)O.C(=O)([O-])[O-].[K+].[K+].C(OCC)(=O)C. (2) Given the product [N:7]1([S:53]([C:33]2[C:32]3[C:36](=[CH:37][CH:38]=[C:30]([Cl:29])[CH:31]=3)[NH:35][C:34]=2[C:48]([NH2:57])=[O:50])(=[O:54])=[O:55])[CH2:8][CH2:9][CH2:10]1, predict the reactants needed to synthesize it. The reactants are: BrC1C=C2[C:8](=[CH:9][CH:10]=1)[N:7](S(C1C=CC=CC=1)(=O)=O)C(C(OCC)=O)=C2S(Cl)(=O)=O.[Cl:29][C:30]1[CH:31]=[C:32]2[C:36](=[CH:37][CH:38]=1)[N:35](S(C1C=CC=CC=1)(=O)=O)[C:34]([C:48]([O:50]CC)=O)=[C:33]2[S:53](Cl)(=[O:55])=[O:54].[NH:57]1CCOCC1.N1CCC1.